The task is: Predict the reactants needed to synthesize the given product.. This data is from Full USPTO retrosynthesis dataset with 1.9M reactions from patents (1976-2016). (1) Given the product [F:7][C:8]1[C:13]([N:14]2[CH2:19][CH2:18][N:17]([CH3:20])[CH2:16][CH2:15]2)=[CH:12][CH:11]=[C:10]([NH2:21])[C:9]=1[NH2:24], predict the reactants needed to synthesize it. The reactants are: [H-].[H-].[H-].[H-].[Li+].[Al+3].[F:7][C:8]1[C:13]([N:14]2[CH2:19][CH2:18][N:17]([CH3:20])[CH2:16][CH2:15]2)=[CH:12][CH:11]=[C:10]([N+:21]([O-])=O)[C:9]=1[NH2:24].O.[OH-].[Na+]. (2) Given the product [CH2:1]([C:3]1([CH2:7][O:8][CH2:9][CH2:10][CH2:11][CH2:12][CH2:13][CH2:14][O:15][C:16]2[CH:17]=[CH:18][C:19]([C:20]([O:22][C:34]3[C:39]4[C:38](=[CH:4][CH:3]=[CH:1][CH:2]=4)[C:37]([C:34]4[C:39]5[C:38](=[CH:9][CH:10]=[CH:11][CH:12]=5)[CH:37]=[CH:36][CH:35]=4)=[C:36]([O:22][C:20](=[O:21])[C:34]4[CH:35]=[CH:36][CH:37]=[CH:38][CH:39]=4)[CH:35]=3)=[O:21])=[CH:23][CH:24]=2)[CH2:6][O:5][CH2:4]1)[CH3:2], predict the reactants needed to synthesize it. The reactants are: [CH2:1]([C:3]1([CH2:7][O:8][CH2:9][CH2:10][CH2:11][CH2:12][CH2:13][CH2:14][O:15][C:16]2[CH:24]=[CH:23][C:19]([C:20]([OH:22])=[O:21])=[CH:18][CH:17]=2)[CH2:6][O:5][CH2:4]1)[CH3:2].[CH:34]1(N=C=N[CH:34]2[CH2:39][CH2:38][CH2:37][CH2:36][CH2:35]2)[CH2:39][CH2:38][CH2:37][CH2:36][CH2:35]1. (3) Given the product [C:25]([CH2:24][C:21]1[CH:22]=[CH:23][C:18]([C:10]2[C:5]3[C:6](=[O:9])[NH:7][CH:8]=[C:3]([C:1]#[N:2])[C:4]=3[N:12]([CH:13]3[CH2:17][CH2:16][CH2:15][CH2:14]3)[CH:11]=2)=[CH:19][CH:20]=1)#[N:27], predict the reactants needed to synthesize it. The reactants are: [C:1]([C:3]1[C:4]2[N:12]([CH:13]3[CH2:17][CH2:16][CH2:15][CH2:14]3)[CH:11]=[C:10]([C:18]3[CH:23]=[CH:22][C:21]([CH2:24][C:25]([NH2:27])=O)=[CH:20][CH:19]=3)[C:5]=2[C:6](=[O:9])[NH:7][CH:8]=1)#[N:2].N1C=CC=CC=1.FC(F)(F)C(OC(=O)C(F)(F)F)=O.O. (4) Given the product [F:1][C:2]1[CH:3]=[C:4]2[C:8](=[C:9]([F:12])[C:10]=1[C:19]1[CH:18]=[N:17][CH:22]=[CH:21][CH:20]=1)[N:7]([CH3:13])[C:6](=[O:14])[C:5]2([CH3:16])[CH3:15], predict the reactants needed to synthesize it. The reactants are: [F:1][C:2]1[CH:3]=[C:4]2[C:8](=[C:9]([F:12])[C:10]=1I)[N:7]([CH3:13])[C:6](=[O:14])[C:5]2([CH3:16])[CH3:15].[N:17]1[CH:22]=[CH:21][CH:20]=[C:19](B(O)O)[CH:18]=1. (5) Given the product [S:34]1[CH:38]=[CH:37][CH:36]=[C:35]1[C:39]([N:41]1[CH2:45][CH2:44][CH2:43][C@H:42]1[C:46]([O:48][NH:67][C:60](=[NH:59])[C:61]1[CH:66]=[CH:65][CH:64]=[CH:63][CH:62]=1)=[O:47])=[O:40], predict the reactants needed to synthesize it. The reactants are: C1CN([P+](ON2N=NC3C=CC=CC2=3)(N2CCCC2)N2CCCC2)CC1.F[P-](F)(F)(F)(F)F.[S:34]1[CH:38]=[CH:37][CH:36]=[C:35]1[C:39]([N:41]1[CH2:45][CH2:44][CH2:43][C@H:42]1[C:46]([OH:48])=[O:47])=[O:40].CCN(C(C)C)C(C)C.O[NH:59][C:60](=[NH:67])[C:61]1[CH:66]=[CH:65][CH:64]=[CH:63][CH:62]=1. (6) Given the product [C:34]([O:33][C:32]([NH:31][CH2:30][CH2:29][O:21][C:18]1[CH:17]=[CH:16][C:15]([CH2:14][CH:8]([O:7][C:6]2[CH:5]=[CH:4][C:3]([C:1]#[N:2])=[CH:23][CH:22]=2)[C:9]([O:11][CH2:12][CH3:13])=[O:10])=[CH:20][CH:19]=1)=[O:38])([CH3:37])([CH3:36])[CH3:35], predict the reactants needed to synthesize it. The reactants are: [C:1]([C:3]1[CH:23]=[CH:22][C:6]([O:7][CH:8]([CH2:14][C:15]2[CH:20]=[CH:19][C:18]([OH:21])=[CH:17][CH:16]=2)[C:9]([O:11][CH2:12][CH3:13])=[O:10])=[CH:5][CH:4]=1)#[N:2].CS(O[CH2:29][CH2:30][NH:31][C:32](=[O:38])[O:33][C:34]([CH3:37])([CH3:36])[CH3:35])(=O)=O.C(=O)([O-])[O-].[K+].[K+]. (7) Given the product [F:1][C:2]1[CH:3]=[CH:4][C:5]([N:8]2[CH2:13][CH2:12][N:11]([CH2:14][CH2:15][CH2:16][N:17]3[CH2:23][CH2:22][CH:21]([OH:24])[C:20]4=[CH:25][N:26]([CH3:28])[CH:27]=[C:19]4[S:18]3(=[O:30])=[O:29])[CH2:10][CH2:9]2)=[CH:6][CH:7]=1, predict the reactants needed to synthesize it. The reactants are: [F:1][C:2]1[CH:7]=[CH:6][C:5]([N:8]2[CH2:13][CH2:12][N:11]([CH2:14][CH2:15][CH2:16][N:17]3[CH2:23][CH2:22][C:21](=[O:24])[C:20]4=[CH:25][N:26]([CH3:28])[CH:27]=[C:19]4[S:18]3(=[O:30])=[O:29])[CH2:10][CH2:9]2)=[CH:4][CH:3]=1.[BH4-].[Na+].O. (8) Given the product [Br:16][C:17]1[C:25]2[CH:24]([C:7]3[C:8]([OH:10])=[CH:9][C:4]4[O:3][CH2:2][O:1][C:5]=4[CH:6]=3)[C:23](=[O:27])[CH:22]=[C:21]3[CH2:28][CH2:29][CH2:30][CH2:31][N:19]([C:20]=23)[CH:18]=1, predict the reactants needed to synthesize it. The reactants are: [O:1]1[C:5]2[CH:6]=[CH:7][C:8]([OH:10])=[CH:9][C:4]=2[O:3][CH2:2]1.C([Mg]Cl)(C)C.[Br:16][C:17]1[C:25]2[C:24](=O)[C:23](=[O:27])[CH:22]=[C:21]3[CH2:28][CH2:29][CH2:30][CH2:31][N:19]([C:20]=23)[CH:18]=1.FC(F)(F)C(O)=O.C([SiH](CC)CC)C. (9) The reactants are: [CH2:1]([N:5]1[C:9]2[N:10]=[C:11]([C:15]3[CH:20]=[CH:19][CH:18]=[CH:17][C:16]=3[F:21])[NH:12][C:13](=O)[C:8]=2[C:7]([CH3:22])=[N:6]1)[CH2:2][CH2:3][CH3:4].C(Cl)(Cl)[Cl:24]. Given the product [CH2:1]([N:5]1[C:9]2=[N:10][C:11]([C:15]3[CH:20]=[CH:19][CH:18]=[CH:17][C:16]=3[F:21])=[N:12][C:13]([Cl:24])=[C:8]2[C:7]([CH3:22])=[N:6]1)[CH2:2][CH2:3][CH3:4], predict the reactants needed to synthesize it.